From a dataset of Reaction yield outcomes from USPTO patents with 853,638 reactions. Predict the reaction yield, written as a fraction of the theoretical maximum amount of product (1.0 means a 100% yield; for example, 0.34 means a 34% yield). (1) The reactants are [O:1]=[C:2]1[CH2:7][NH:6][CH2:5][CH2:4][N:3]1[C:8]1[CH:13]=[CH:12][C:11]([S:14]([NH:17][C:18]2[S:19][CH:20]=[CH:21][N:22]=2)(=[O:16])=[O:15])=[CH:10][CH:9]=1.[F:23][C:24]([F:39])([F:38])[C:25]1[CH:33]=[C:32]2[C:28]([CH:29]=[CH:30][N:31]2[CH2:34][C:35](O)=[O:36])=[CH:27][CH:26]=1.CN(C(ON1N=NC2C=CC=NC1=2)=[N+](C)C)C.F[P-](F)(F)(F)(F)F.C(=O)(O)[O-].[Na+].Cl.S1C(N)=NC=N1. No catalyst specified. The product is [O:1]=[C:2]1[CH2:7][N:6]([C:35](=[O:36])[CH2:34][N:31]2[C:32]3[C:28](=[CH:27][CH:26]=[C:25]([C:24]([F:38])([F:23])[F:39])[CH:33]=3)[CH:29]=[CH:30]2)[CH2:5][CH2:4][N:3]1[C:8]1[CH:9]=[CH:10][C:11]([S:14]([NH:17][C:18]2[S:19][CH:20]=[CH:21][N:22]=2)(=[O:16])=[O:15])=[CH:12][CH:13]=1. The yield is 0.340. (2) The reactants are [NH2:1][CH2:2][CH2:3][C:4]([OH:6])=[O:5].[OH-].[Na+].Cl[C:10]([O:12][CH2:13][CH2:14][CH2:15][CH3:16])=[O:11].Cl. The catalyst is CCC(C)C. The product is [CH2:13]([O:12][C:10]([NH:1][CH2:2][CH2:3][C:4]([OH:6])=[O:5])=[O:11])[CH2:14][CH2:15][CH3:16]. The yield is 0.680. (3) The product is [OH:20][C:15]1[CH:16]=[C:17]2[C:12](=[CH:13][CH:14]=1)[N:11]=[C:10]([C:7]1[CH:6]=[CH:5][C:4]([C:3]3[NH:2][O:1][C:27](=[O:28])[N:21]=3)=[CH:9][CH:8]=1)[CH:19]=[CH:18]2. The reactants are [OH:1][NH:2][C:3](=[NH:21])[C:4]1[CH:9]=[CH:8][C:7]([C:10]2[CH:19]=[CH:18][C:17]3[C:12](=[CH:13][CH:14]=[C:15]([OH:20])[CH:16]=3)[N:11]=2)=[CH:6][CH:5]=1.C1N=CN([C:27](N2C=NC=C2)=[O:28])C=1. The yield is 0.360. The catalyst is C1COCC1. (4) The reactants are [Cl:1][C:2]1[N:7]=[CH:6][C:5]([S:8]([N:11]2[C:15]([C:16]3[CH:21]=[CH:20][CH:19]=[CH:18][CH:17]=3)=[CH:14][C:13]([CH:22]=O)=[CH:12]2)(=[O:10])=[O:9])=[CH:4][C:3]=1[CH3:24].[CH3:25][NH2:26].[BH4-].[Na+].[C:29](=[O:32])([O-])[OH:30].[Na+]. The catalyst is O1CCCC1.CO.O. The product is [Cl:1][C:2]1[N:7]=[CH:6][C:5]([S:8]([N:11]2[C:15]([C:16]3[CH:21]=[CH:20][CH:19]=[CH:18][CH:17]=3)=[CH:14][C:13]([CH2:22][N:26]([CH3:25])[C:29](=[O:32])[O:30][C:3]([CH3:24])([CH3:4])[CH3:2])=[CH:12]2)(=[O:10])=[O:9])=[CH:4][C:3]=1[CH3:24]. The yield is 0.770. (5) The reactants are O[CH2:2][C:3]1[CH:4]=[C:5]([C:9]2[N:10]=[C:11]3[C:16](=[CH:17][CH:18]=2)[N:15]([CH3:19])[C:14](=[O:20])[CH2:13][CH2:12]3)[CH:6]=[N:7][CH:8]=1.S(Cl)([Cl:23])=O.C([O-])(O)=O.[Na+]. The catalyst is C(Cl)Cl. The product is [Cl:23][CH2:2][C:3]1[CH:4]=[C:5]([C:9]2[N:10]=[C:11]3[C:16](=[CH:17][CH:18]=2)[N:15]([CH3:19])[C:14](=[O:20])[CH2:13][CH2:12]3)[CH:6]=[N:7][CH:8]=1. The yield is 0.863. (6) The reactants are FC1C=C2C(C(I)=CN2S(C2C=CC=CC=2)(=O)=O)=CC=1.[F:21][C:22]1[CH:30]=[C:29]2[C:25]([C:26]([C:40]3[CH:48]=[C:47]4[C:43]([CH:44]=[N:45][N:46]4[CH2:49][CH:50]4[CH2:55][CH2:54][N:53]([C:56](=[O:58])[CH3:57])[CH2:52][CH2:51]4)=[CH:42][CH:41]=3)=[CH:27][N:28]2S(C2C=CC=CC=2)(=O)=O)=[CH:24][CH:23]=1. No catalyst specified. The product is [F:21][C:22]1[CH:30]=[C:29]2[C:25]([C:26]([C:40]3[CH:48]=[C:47]4[C:43]([CH:44]=[N:45][N:46]4[CH2:49][CH:50]4[CH2:55][CH2:54][N:53]([C:56](=[O:58])[CH3:57])[CH2:52][CH2:51]4)=[CH:42][CH:41]=3)=[CH:27][NH:28]2)=[CH:24][CH:23]=1. The yield is 0.0600. (7) The reactants are [C:1]([C:3]1([N:16]2[CH2:21][CH2:20][N:19]([CH:22]3[C:30]4[C:25](=[CH:26][CH:27]=[C:28]([C:31]([F:34])([F:33])[F:32])[CH:29]=4)[CH2:24][CH2:23]3)[C@@H:18]([CH3:35])[CH2:17]2)[CH2:8][CH2:7][N:6]([C:9]([O:11][C:12]([CH3:15])([CH3:14])[CH3:13])=[O:10])[CH2:5][CH2:4]1)#N.C[Mg]Br. The catalyst is C1COCC1.CCOCC. The product is [CH3:1][C:3]1([N:16]2[CH2:21][CH2:20][N:19]([CH:22]3[C:30]4[C:25](=[CH:26][CH:27]=[C:28]([C:31]([F:34])([F:33])[F:32])[CH:29]=4)[CH2:24][CH2:23]3)[C@@H:18]([CH3:35])[CH2:17]2)[CH2:8][CH2:7][N:6]([C:9]([O:11][C:12]([CH3:13])([CH3:14])[CH3:15])=[O:10])[CH2:5][CH2:4]1. The yield is 0.500. (8) The reactants are CON(C)[C:4]([C:6]1[CH2:7][CH2:8][N:9]([C:12]2[N:17]=[CH:16][CH:15]=[CH:14][N:13]=2)[CH2:10][CH:11]=1)=[O:5].[CH2:19]1[CH2:23]O[CH2:21][CH2:20]1. No catalyst specified. The product is [C:19]1([C:23]2[CH:8]=[CH:7][CH:6]=[CH:11][CH:10]=2)[CH:16]=[CH:15][C:14]([C:4]([C:6]2[CH2:7][CH2:8][N:9]([C:12]3[N:13]=[CH:14][CH:15]=[CH:16][N:17]=3)[CH2:10][CH:11]=2)=[O:5])=[CH:21][CH:20]=1. The yield is 0.300. (9) The reactants are [C:1]([O:5][C:6]([N:8]1[CH2:13][CH2:12][C:11](=[CH:14][CH2:15][OH:16])[C:10]([CH3:18])([CH3:17])[CH2:9]1)=[O:7])([CH3:4])([CH3:3])[CH3:2].C(Cl)(Cl)Cl. The catalyst is CCCCCC.[O-2].[O-2].[Mn+4]. The product is [C:1]([O:5][C:6]([N:8]1[CH2:13][CH2:12][C:11](=[CH:14][CH:15]=[O:16])[C:10]([CH3:18])([CH3:17])[CH2:9]1)=[O:7])([CH3:4])([CH3:3])[CH3:2]. The yield is 0.708. (10) The reactants are CCN(C(C)C)C(C)C.[OH:10][C:11]1[CH:12]=[CH:13][CH:14]=[C:15]2[C:20]=1[O:19][C:18](=[O:21])[C:17]([C:22]([OH:24])=O)=[CH:16]2.CN(C(ON1N=NC2C=CC=NC1=2)=[N+](C)C)C.F[P-](F)(F)(F)(F)F.[N:49]1([C:55]2[CH:56]=[C:57]([CH:59]=[CH:60][CH:61]=2)[NH2:58])[CH2:54][CH2:53][O:52][CH2:51][CH2:50]1. The catalyst is CN(C=O)C. The product is [N:49]1([C:55]2[CH:56]=[C:57]([NH:58][C:22]([C:17]3[C:18](=[O:21])[O:19][C:20]4[C:15]([CH:16]=3)=[CH:14][CH:13]=[CH:12][C:11]=4[OH:10])=[O:24])[CH:59]=[CH:60][CH:61]=2)[CH2:50][CH2:51][O:52][CH2:53][CH2:54]1. The yield is 0.430.